From a dataset of Forward reaction prediction with 1.9M reactions from USPTO patents (1976-2016). Predict the product of the given reaction. Given the reactants [Cl:1][C:2]1[CH:3]=[C:4]([NH:9][C:10]2[N:15]=[C:14]([NH:16][CH2:17][CH2:18][CH2:19][O:20][CH3:21])[C:13]([C:22]#[N:23])=[CH:12][N:11]=2)[CH:5]=[CH:6][C:7]=1[F:8].O.[OH-].[Na+].[O:27]1CCOCC1, predict the reaction product. The product is: [Cl:1][C:2]1[CH:3]=[C:4]([NH:9][C:10]2[N:15]=[C:14]([NH:16][CH2:17][CH2:18][CH2:19][O:20][CH3:21])[C:13]([C:22]([NH2:23])=[O:27])=[CH:12][N:11]=2)[CH:5]=[CH:6][C:7]=1[F:8].